From a dataset of Reaction yield outcomes from USPTO patents with 853,638 reactions. Predict the reaction yield, written as a fraction of the theoretical maximum amount of product (1.0 means a 100% yield; for example, 0.34 means a 34% yield). The catalyst is C1COCC1.O. The reactants are [CH3:1][C:2]1[C:19]([C:20]2[CH:25]=[CH:24][CH:23]=[CH:22][CH:21]=2)=[CH:18][CH:17]=[CH:16][C:3]=1[C:4]([NH:6][CH2:7][CH2:8][CH2:9][CH2:10][CH2:11][C:12]([O:14]C)=[O:13])=[O:5].O.[OH-].[Li+]. The yield is 0.900. The product is [CH3:1][C:2]1[C:19]([C:20]2[CH:21]=[CH:22][CH:23]=[CH:24][CH:25]=2)=[CH:18][CH:17]=[CH:16][C:3]=1[C:4]([NH:6][CH2:7][CH2:8][CH2:9][CH2:10][CH2:11][C:12]([OH:14])=[O:13])=[O:5].